From a dataset of Full USPTO retrosynthesis dataset with 1.9M reactions from patents (1976-2016). Predict the reactants needed to synthesize the given product. (1) Given the product [OH:30][C@@:23]1([C:21]#[C:22][C:2]2[CH:3]=[C:4]([N:8]3[C:12]4=[N:13][N:14]=[CH:15][CH:16]=[C:11]4[C:10]([C:17]([O:19][CH3:20])=[O:18])=[N:9]3)[CH:5]=[CH:6][CH:7]=2)[CH2:27][CH2:26][N:25]([CH3:28])[C:24]1=[O:29], predict the reactants needed to synthesize it. The reactants are: I[C:2]1[CH:3]=[C:4]([N:8]2[C:12]3=[N:13][N:14]=[CH:15][CH:16]=[C:11]3[C:10]([C:17]([O:19][CH3:20])=[O:18])=[N:9]2)[CH:5]=[CH:6][CH:7]=1.[C:21]([C@:23]1([OH:30])[CH2:27][CH2:26][N:25]([CH3:28])[C:24]1=[O:29])#[CH:22]. (2) Given the product [NH2:19][C:2]1[CH:7]=[CH:6][C:5]([N+:8]([O-:10])=[O:9])=[CH:4][C:3]=1[S:11]([NH2:14])(=[O:13])=[O:12], predict the reactants needed to synthesize it. The reactants are: Cl[C:2]1[CH:7]=[CH:6][C:5]([N+:8]([O-:10])=[O:9])=[CH:4][C:3]=1[S:11]([NH2:14])(=[O:13])=[O:12].C(=O)([O-])[O-].[NH4+:19].[NH4+]. (3) Given the product [F:35][C:29]1[CH:30]=[CH:31][CH:32]=[C:33]([F:34])[C:28]=1[CH:26]1[O:25][N:24]=[C:23]([C:21]2[N:1]=[C:2]([N:3]3[CH2:7][CH:6]4[CH2:8][N:9]([C:11]([O:13][C:14]([CH3:15])([CH3:17])[CH3:16])=[O:12])[CH2:10][CH:5]4[CH2:4]3)[S:18][CH:20]=2)[CH2:27]1, predict the reactants needed to synthesize it. The reactants are: [NH2:1][C:2](=[S:18])[N:3]1[CH2:7][CH:6]2[CH2:8][N:9]([C:11]([O:13][C:14]([CH3:17])([CH3:16])[CH3:15])=[O:12])[CH2:10][CH:5]2[CH2:4]1.Cl[CH2:20][C:21]([C:23]1[CH2:27][CH:26]([C:28]2[C:33]([F:34])=[CH:32][CH:31]=[CH:30][C:29]=2[F:35])[O:25][N:24]=1)=O.N1C=CC=CC=1. (4) Given the product [CH3:35][S:32]([C:29]1[CH:30]=[CH:31][C:26]([O:25][C:16]2[C:14]3[CH:15]=[C:11]([CH2:10][N:3]4[CH2:4][CH2:5][CH2:6][C:2]4=[O:1])[O:12][C:13]=3[CH:19]=[C:18]([C:20]([O:22][CH2:23][CH3:24])=[O:21])[CH:17]=2)=[CH:27][CH:28]=1)(=[O:34])=[O:33], predict the reactants needed to synthesize it. The reactants are: [O:1]=[C:2]1[CH2:6][CH2:5][CH2:4][NH:3]1.[H-].[Na+].Br[CH2:10][C:11]1[O:12][C:13]2[CH:19]=[C:18]([C:20]([O:22][CH2:23][CH3:24])=[O:21])[CH:17]=[C:16]([O:25][C:26]3[CH:31]=[CH:30][C:29]([S:32]([CH3:35])(=[O:34])=[O:33])=[CH:28][CH:27]=3)[C:14]=2[CH:15]=1.O. (5) Given the product [N:1]1([C:8]2[CH:9]=[CH:10][C:11]([CH2:12][NH:13][C:27](=[O:28])[CH:26]([C:21]3[CH:22]=[CH:23][CH:24]=[C:25]4[C:20]=3[CH:19]=[CH:18][N:17]=[CH:16]4)[CH3:30])=[CH:14][CH:15]=2)[CH2:7][CH2:6][CH2:5][CH2:4][CH2:3][CH2:2]1, predict the reactants needed to synthesize it. The reactants are: [N:1]1([C:8]2[CH:15]=[CH:14][C:11]([CH2:12][NH2:13])=[CH:10][CH:9]=2)[CH2:7][CH2:6][CH2:5][CH2:4][CH2:3][CH2:2]1.[CH:16]1[C:25]2[C:20](=[C:21]([CH:26]([CH3:30])[C:27](O)=[O:28])[CH:22]=[CH:23][CH:24]=2)[CH:19]=[CH:18][N:17]=1.C1C2C(=C(CC(O)=O)C=CC=2)C=CN=1.